From a dataset of Full USPTO retrosynthesis dataset with 1.9M reactions from patents (1976-2016). Predict the reactants needed to synthesize the given product. (1) Given the product [CH2:17]([O:19][C:20]([C:22]1([C:25]2[CH:30]=[CH:29][C:28]([C:2]3[CH:7]=[CH:6][C:5]([C:8]4[O:12][N:11]=[C:10]([CH3:13])[C:9]=4[CH2:14][NH:15][CH3:16])=[CH:4][CH:3]=3)=[CH:27][CH:26]=2)[CH2:23][CH2:24]1)=[O:21])[CH3:18], predict the reactants needed to synthesize it. The reactants are: Br[C:2]1[CH:7]=[CH:6][C:5]([C:8]2[O:12][N:11]=[C:10]([CH3:13])[C:9]=2[CH2:14][NH:15][CH3:16])=[CH:4][CH:3]=1.[CH2:17]([O:19][C:20]([C:22]1([C:25]2[CH:30]=[CH:29][C:28](B3OC(C)(C)C(C)(C)O3)=[CH:27][CH:26]=2)[CH2:24][CH2:23]1)=[O:21])[CH3:18]. (2) Given the product [Br:1][C:2]1[N:3]=[C:4]([CH3:9])[C:5]([F:8])=[C:6]([C:34]([C:33]2[C:20]3[N:19]=[C:18]([CH:15]4[CH2:16][CH2:17]4)[NH:22][C:21]=3[CH:30]=[C:31]([C:42]3[C:43]([CH3:48])=[N:44][O:45][C:46]=3[CH3:47])[CH:32]=2)([C:36]2[N:41]=[CH:40][CH:39]=[CH:38][N:37]=2)[OH:35])[CH:7]=1, predict the reactants needed to synthesize it. The reactants are: [Br:1][C:2]1[CH:7]=[CH:6][C:5]([F:8])=[C:4]([CH3:9])[N:3]=1.[Li]CCCC.[CH:15]1([C:18]2[N:22](C(OC(C)(C)C)=O)[C:21]3[CH:30]=[C:31]([C:42]4[C:43]([CH3:48])=[N:44][O:45][C:46]=4[CH3:47])[CH:32]=[C:33]([C:34]([C:36]4[N:41]=[CH:40][CH:39]=[CH:38][N:37]=4)=[O:35])[C:20]=3[N:19]=2)[CH2:17][CH2:16]1.[NH4+].[Cl-].C(O)(C(F)(F)F)=O. (3) Given the product [N:18]1[C:23]2[O:24][CH2:25][CH2:26][O:27][C:22]=2[CH:21]=[C:20]([CH2:28][NH:1][CH:2]2[CH2:3][CH2:4][N:5]([C:8]([O:10][CH2:11][C:12]3[CH:17]=[CH:16][CH:15]=[CH:14][CH:13]=3)=[O:9])[CH2:6][CH2:7]2)[N:19]=1, predict the reactants needed to synthesize it. The reactants are: [NH2:1][CH:2]1[CH2:7][CH2:6][N:5]([C:8]([O:10][CH2:11][C:12]2[CH:17]=[CH:16][CH:15]=[CH:14][CH:13]=2)=[O:9])[CH2:4][CH2:3]1.[N:18]1[C:23]2[O:24][CH2:25][CH2:26][O:27][C:22]=2[CH:21]=[C:20]([CH:28]=O)[N:19]=1.C(O[BH-](OC(=O)C)OC(=O)C)(=O)C.[Na+].C(=O)(O)[O-].[Na+]. (4) Given the product [Cl:1][C:2]1[NH:3][C:4]2[CH:10]=[C:9]([OH:11])[CH:8]=[CH:7][C:5]=2[N:6]=1, predict the reactants needed to synthesize it. The reactants are: [Cl:1][C:2]1[NH:3][C:4]2[CH:10]=[C:9]([O:11]C)[CH:8]=[CH:7][C:5]=2[N:6]=1.B(Br)(Br)Br. (5) Given the product [CH2:1]([C:3]1[CH:4]=[C:5]([CH2:6][N:30]2[CH2:31][CH2:32][N:27]([S:24]([CH3:23])(=[O:26])=[O:25])[CH2:28][CH2:29]2)[CH:8]=[CH:9][C:10]=1[N:11]([CH3:22])[C:12]1[N:17]=[CH:16][C:15]2[N:18]=[CH:19][N:20]([CH3:21])[C:14]=2[CH:13]=1)[CH3:2], predict the reactants needed to synthesize it. The reactants are: [CH2:1]([C:3]1[CH:4]=[C:5]([CH:8]=[CH:9][C:10]=1[N:11]([CH3:22])[C:12]1[N:17]=[CH:16][C:15]2[N:18]=[CH:19][N:20]([CH3:21])[C:14]=2[CH:13]=1)[CH:6]=O)[CH3:2].[CH3:23][S:24]([N:27]1[CH2:32][CH2:31][NH:30][CH2:29][CH2:28]1)(=[O:26])=[O:25].C(O)(=O)C. (6) Given the product [O:1]1[CH:5]=[CH:4][C:3]([C:6]2[N:11]3[N:12]=[C:13]([NH:15][C:21]([CH:16]4[CH2:20][CH2:19][CH2:18][CH2:17]4)=[O:22])[N:14]=[C:10]3[CH:9]=[CH:8][CH:7]=2)=[CH:2]1, predict the reactants needed to synthesize it. The reactants are: [O:1]1[CH:5]=[CH:4][C:3]([C:6]2[N:11]3[N:12]=[C:13]([NH2:15])[N:14]=[C:10]3[CH:9]=[CH:8][CH:7]=2)=[CH:2]1.[CH:16]1([C:21](Cl)=[O:22])[CH2:20][CH2:19][CH2:18][CH2:17]1. (7) The reactants are: [F:1][C:2]([F:17])([F:16])[O:3][C:4]1[CH:9]=[CH:8][C:7]([C:10]2([C:13](N)=[O:14])[CH2:12][CH2:11]2)=[CH:6][CH:5]=1.[OH-:18].[Na+].Cl. Given the product [F:1][C:2]([F:17])([F:16])[O:3][C:4]1[CH:9]=[CH:8][C:7]([C:10]2([C:13]([OH:18])=[O:14])[CH2:12][CH2:11]2)=[CH:6][CH:5]=1, predict the reactants needed to synthesize it. (8) Given the product [NH2:11][C@H:12]([C:19]1[CH:20]=[C:21]([NH:25][C:26]([O:28][CH2:29][CH2:30][C:31]2[CH:36]=[CH:35][C:34]([CH:37]([NH:41][C:42]3[CH:43]=[C:44]4[C:49](=[CH:50][CH:51]=3)[C:48]([N:52]([C:53]([O:55][C:56]([CH3:59])([CH3:58])[CH3:57])=[O:54])[C:60]([O:62][C:63]([CH3:66])([CH3:64])[CH3:65])=[O:61])=[N:47][CH:46]=[CH:45]4)[C:38]([OH:40])=[O:39])=[CH:33][C:32]=2[CH3:67])=[O:27])[CH:22]=[CH:23][CH:24]=1)[CH2:13][C:14]([O:16][CH2:17][CH3:18])=[O:15], predict the reactants needed to synthesize it. The reactants are: C(OC([NH:11][C@H:12]([C:19]1[CH:20]=[C:21]([NH:25][C:26]([O:28][CH2:29][CH2:30][C:31]2[CH:36]=[CH:35][C:34]([CH:37]([NH:41][C:42]3[CH:43]=[C:44]4[C:49](=[CH:50][CH:51]=3)[C:48]([N:52]([C:60]([O:62][C:63]([CH3:66])([CH3:65])[CH3:64])=[O:61])[C:53]([O:55][C:56]([CH3:59])([CH3:58])[CH3:57])=[O:54])=[N:47][CH:46]=[CH:45]4)[C:38]([OH:40])=[O:39])=[CH:33][C:32]=2[CH3:67])=[O:27])[CH:22]=[CH:23][CH:24]=1)[CH2:13][C:14]([O:16][CH2:17][CH3:18])=[O:15])=O)C1C=CC=CC=1.